From a dataset of Forward reaction prediction with 1.9M reactions from USPTO patents (1976-2016). Predict the product of the given reaction. (1) Given the reactants [NH2:1][C:2]1[C:3]2[C:10]([C:11]3[CH:16]=[CH:15][C:14]([O:17][C:18]4[CH:23]=[CH:22][CH:21]=[CH:20][CH:19]=4)=[CH:13][CH:12]=3)=[CH:9][N:8]([CH:24]([CH3:30])[C:25](OCC)=[O:26])[C:4]=2[N:5]=[CH:6][N:7]=1.[CH3:31][N:32]([CH3:36])[CH2:33][CH2:34][NH2:35].C(=O)=O, predict the reaction product. The product is: [CH3:31][N:32]([CH3:36])[CH2:33][CH2:34][NH:35][C:25](=[O:26])[CH:24]([N:8]1[C:4]2[N:5]=[CH:6][N:7]=[C:2]([NH2:1])[C:3]=2[C:10]([C:11]2[CH:12]=[CH:13][C:14]([O:17][C:18]3[CH:19]=[CH:20][CH:21]=[CH:22][CH:23]=3)=[CH:15][CH:16]=2)=[CH:9]1)[CH3:30]. (2) Given the reactants [Si]([O:8][CH2:9][CH2:10][N:11]([CH2:41][CH:42]1[CH2:44][CH2:43]1)[C:12]([C:14]1[C:19]([O:20][CH2:21][C:22]2[CH:27]=[CH:26][CH:25]=[CH:24][CH:23]=2)=[C:18]([OH:28])[N:17]=[C:16]([CH2:29][C:30]2([C:35]3[CH:40]=[CH:39][CH:38]=[CH:37][N:36]=3)[CH2:34][CH2:33][CH2:32][CH2:31]2)[N:15]=1)=[O:13])(C(C)(C)C)(C)C.Cl, predict the reaction product. The product is: [CH:42]1([CH2:41][N:11]([CH2:10][CH2:9][OH:8])[C:12]([C:14]2[C:19]([O:20][CH2:21][C:22]3[CH:27]=[CH:26][CH:25]=[CH:24][CH:23]=3)=[C:18]([OH:28])[N:17]=[C:16]([CH2:29][C:30]3([C:35]4[CH:40]=[CH:39][CH:38]=[CH:37][N:36]=4)[CH2:34][CH2:33][CH2:32][CH2:31]3)[N:15]=2)=[O:13])[CH2:44][CH2:43]1. (3) Given the reactants Cl.[Cl:2][C:3]1[CH:8]=[CH:7][C:6]([C@@H:9]([CH:14]2[CH2:16][CH2:15]2)[CH2:10][C:11]([OH:13])=[O:12])=[CH:5][CH:4]=1.[CH3:17]O, predict the reaction product. The product is: [Cl:2][C:3]1[CH:4]=[CH:5][C:6]([C@@H:9]([CH:14]2[CH2:15][CH2:16]2)[CH2:10][C:11]([O:13][CH3:17])=[O:12])=[CH:7][CH:8]=1. (4) Given the reactants C[O:2][C:3]([C:5]1[C:14]2[C:9](=[CH:10][CH:11]=[CH:12][CH:13]=2)[C:8]([CH2:15][CH2:16][O:17][C:18]2[CH:23]=[C:22]([NH:24][C:25](=[O:27])[CH3:26])[CH:21]=[CH:20][C:19]=2[S:28](=[O:47])(=[O:46])[NH:29][CH:30]([CH2:38][C:39]([O:41][C:42]([CH3:45])([CH3:44])[CH3:43])=[O:40])[CH:31]([O:35][CH2:36][CH3:37])[O:32][CH2:33][CH3:34])=[CH:7][CH:6]=1)=[O:4].[OH-].[Li+].Cl, predict the reaction product. The product is: [C:25]([NH:24][C:22]1[CH:21]=[CH:20][C:19]([S:28](=[O:47])(=[O:46])[NH:29][CH:30]([CH2:38][C:39]([O:41][C:42]([CH3:45])([CH3:44])[CH3:43])=[O:40])[CH:31]([O:35][CH2:36][CH3:37])[O:32][CH2:33][CH3:34])=[C:18]([CH:23]=1)[O:17][CH2:16][CH2:15][C:8]1[C:9]2[C:14](=[CH:13][CH:12]=[CH:11][CH:10]=2)[C:5]([C:3]([OH:4])=[O:2])=[CH:6][CH:7]=1)(=[O:27])[CH3:26]. (5) The product is: [CH3:1][O:2][C:3]([C@@H:5]1[CH2:13][C@H:12]2[C@H:7]([CH2:8][CH2:9][CH2:10][CH2:11]2)[N:6]1[CH3:14])=[O:4]. Given the reactants [CH3:1][O:2][C:3]([C@@H:5]1[CH2:13][C@H:12]2[C@H:7]([CH2:8][CH2:9][CH2:10][CH2:11]2)[NH:6]1)=[O:4].[C:14]([O-])(=O)C.[Na+].C=O, predict the reaction product.